Task: Regression/Classification. Given a drug SMILES string, predict its absorption, distribution, metabolism, or excretion properties. Task type varies by dataset: regression for continuous measurements (e.g., permeability, clearance, half-life) or binary classification for categorical outcomes (e.g., BBB penetration, CYP inhibition). Dataset: cyp2c9_veith.. Dataset: CYP2C9 inhibition data for predicting drug metabolism from PubChem BioAssay (1) The compound is O=c1cc(CSc2ccccc2)[nH]c(=S)[nH]1. The result is 0 (non-inhibitor). (2) The molecule is O=C(O)Cc1cc(I)c(Oc2ccc(O)c(I)c2)c(I)c1. The result is 1 (inhibitor). (3) The compound is O=C(NCc1cccnc1)[C@H]1[C@@H]2CC[C@@H](O2)[C@@H]1C(=O)O. The result is 0 (non-inhibitor). (4) The compound is Cc1ccc(S(=O)(=O)n2ccc(-c3cccc(OCc4c(F)cccc4Cl)c3)n2)cc1. The result is 1 (inhibitor). (5) The drug is CC(=O)OCC(=O)[C@@H]1CC[C@H]2[C@H]3CC[C@H]4C[C@@H](O)CC[C@]4(C)[C@@H]3C(=O)C[C@]21C. The result is 0 (non-inhibitor). (6) The molecule is C=CCn1c(=O)c2c(nc(-c3ccc(S(=O)(=O)O)cc3)n2C)n(C)c1=O. The result is 0 (non-inhibitor). (7) The drug is O=C(c1cccc(F)c1)N1CCC2(CC1)CN(c1ccc(-c3ccccc3)cc1)C2. The result is 0 (non-inhibitor).